This data is from Reaction yield outcomes from USPTO patents with 853,638 reactions. The task is: Predict the reaction yield, written as a fraction of the theoretical maximum amount of product (1.0 means a 100% yield; for example, 0.34 means a 34% yield). The reactants are C(=O)(OC)[O:2][C:3]1[CH:8]=[C:7]([N+:9]([O-:11])=[O:10])[C:6]([F:12])=[CH:5][C:4]=1[C:13]([CH3:16])([CH3:15])[CH3:14].N1CCCCC1. The catalyst is C(Cl)Cl. The product is [C:13]([C:4]1[CH:5]=[C:6]([F:12])[C:7]([N+:9]([O-:11])=[O:10])=[CH:8][C:3]=1[OH:2])([CH3:16])([CH3:14])[CH3:15]. The yield is 0.620.